This data is from Peptide-MHC class II binding affinity with 134,281 pairs from IEDB. The task is: Regression. Given a peptide amino acid sequence and an MHC pseudo amino acid sequence, predict their binding affinity value. This is MHC class II binding data. (1) The MHC is DRB1_1101 with pseudo-sequence DRB1_1101. The binding affinity (normalized) is 0.397. The peptide sequence is GLDFNEMILLTMKNK. (2) The binding affinity (normalized) is 0.760. The MHC is DRB1_0401 with pseudo-sequence DRB1_0401. The peptide sequence is LIINWLQEALSSASL. (3) The peptide sequence is SGHAFGAMAKKGDEQ. The MHC is HLA-DQA10201-DQB10202 with pseudo-sequence HLA-DQA10201-DQB10202. The binding affinity (normalized) is 0. (4) The peptide sequence is NLWKMKTGRRGSANG. The MHC is DRB4_0103 with pseudo-sequence DRB4_0103. The binding affinity (normalized) is 0.872. (5) The peptide sequence is RGKVVLIDFWAYSCI. The MHC is HLA-DQA10501-DQB10301 with pseudo-sequence HLA-DQA10501-DQB10301. The binding affinity (normalized) is 0.0774. (6) The peptide sequence is SAFQGLFGGLNWITK. The binding affinity (normalized) is 0.455. The MHC is HLA-DQA10501-DQB10302 with pseudo-sequence HLA-DQA10501-DQB10302. (7) The peptide sequence is WFINWYLPISQLFYN. The MHC is DRB1_0301 with pseudo-sequence DRB1_0301. The binding affinity (normalized) is 0.165. (8) The MHC is DRB5_0101 with pseudo-sequence DRB5_0101. The binding affinity (normalized) is 0.419. The peptide sequence is LGIISHLLKTRDNSV. (9) The peptide sequence is SKEEKDTNGTDRAEI. The MHC is H-2-IAb with pseudo-sequence H-2-IAb. The binding affinity (normalized) is 0. (10) The peptide sequence is PKISFEPIPIHYCAPAGFAI. The MHC is DRB4_0101 with pseudo-sequence DRB4_0103. The binding affinity (normalized) is 0.602.